This data is from Forward reaction prediction with 1.9M reactions from USPTO patents (1976-2016). The task is: Predict the product of the given reaction. (1) Given the reactants Cl[C:2]1[N:7]=[C:6]([CH3:8])[CH:5]=[C:4]([C:9]2[CH:14]=[CH:13][C:12]([C:15]([F:18])([F:17])[F:16])=[CH:11][CH:10]=2)[N:3]=1.[I:19][C:20]1[N:21]=[CH:22][NH:23][CH:24]=1, predict the reaction product. The product is: [I:19][C:20]1[N:21]=[CH:22][N:23]([C:2]2[N:7]=[C:6]([CH3:8])[CH:5]=[C:4]([C:9]3[CH:14]=[CH:13][C:12]([C:15]([F:18])([F:17])[F:16])=[CH:11][CH:10]=3)[N:3]=2)[CH:24]=1. (2) The product is: [CH3:1][N:2]([C:3]1[CH:12]=[CH:11][C:6]([C:7]([O:9][CH3:10])=[O:8])=[CH:5][CH:4]=1)[S:20]([CH3:19])(=[O:22])=[O:21]. Given the reactants [CH3:1][NH:2][C:3]1[CH:12]=[CH:11][C:6]([C:7]([O:9][CH3:10])=[O:8])=[CH:5][CH:4]=1.N1C=CC=CC=1.[CH3:19][S:20](Cl)(=[O:22])=[O:21], predict the reaction product. (3) Given the reactants [C:1]([C:5]1[CH:10]=[CH:9][C:8]([C:11]2[N:12]([C:30](Cl)=[O:31])[C@H:13]([C:23]3[CH:28]=[CH:27][C:26]([Cl:29])=[CH:25][CH:24]=3)[C@H:14]([C:16]3[CH:21]=[CH:20][C:19]([Cl:22])=[CH:18][CH:17]=3)[N:15]=2)=[C:7]([O:33][CH:34]([CH3:36])[CH3:35])[CH:6]=1)([CH3:4])([CH3:3])[CH3:2].[N:37]1([C:43](=[O:51])[CH2:44][N:45]2[CH2:50][CH2:49][NH:48][CH2:47][CH2:46]2)[CH2:42][CH2:41][O:40][CH2:39][CH2:38]1, predict the reaction product. The product is: [ClH:22].[C:1]([C:5]1[CH:10]=[CH:9][C:8]([C:11]2[N:12]([C:30]([N:48]3[CH2:49][CH2:50][N:45]([CH2:44][C:43]([N:37]4[CH2:38][CH2:39][O:40][CH2:41][CH2:42]4)=[O:51])[CH2:46][CH2:47]3)=[O:31])[C@H:13]([C:23]3[CH:28]=[CH:27][C:26]([Cl:29])=[CH:25][CH:24]=3)[C@H:14]([C:16]3[CH:21]=[CH:20][C:19]([Cl:22])=[CH:18][CH:17]=3)[N:15]=2)=[C:7]([O:33][CH:34]([CH3:36])[CH3:35])[CH:6]=1)([CH3:4])([CH3:2])[CH3:3]. (4) Given the reactants [C:1]([C:4]1[CH:5]=[N:6][CH:7]=[CH:8][CH:9]=1)(=O)[CH3:2].Cl.[NH2:11][OH:12].C([O-])(=O)C.[Na+], predict the reaction product. The product is: [N:6]1[CH:7]=[CH:8][CH:9]=[C:4]([C:1](=[N:11][OH:12])[CH3:2])[CH:5]=1. (5) Given the reactants [F:1][C:2]([F:18])([C:8]1[CH:13]=[CH:12][C:11]([O:14][CH:15]([CH3:17])[CH3:16])=[CH:10][CH:9]=1)[C:3]([O:5]CC)=[O:4].C(O)C.O.O.[OH-].[Li+], predict the reaction product. The product is: [F:1][C:2]([F:18])([C:8]1[CH:13]=[CH:12][C:11]([O:14][CH:15]([CH3:16])[CH3:17])=[CH:10][CH:9]=1)[C:3]([OH:5])=[O:4].